From a dataset of Full USPTO retrosynthesis dataset with 1.9M reactions from patents (1976-2016). Predict the reactants needed to synthesize the given product. (1) Given the product [NH2:1][C:2]1[N:3]=[C:4]([C:19]2[CH:24]=[CH:23][CH:22]=[CH:21][CH:20]=2)[C:5]([C:9]2[CH:10]=[CH:11][C:12](=[O:18])[N:13]([CH:15]([CH3:17])[CH3:16])[CH:14]=2)=[N:6][C:7]=1[NH:26][CH3:25], predict the reactants needed to synthesize it. The reactants are: [NH2:1][C:2]1[N:3]=[C:4]([C:19]2[CH:24]=[CH:23][CH:22]=[CH:21][CH:20]=2)[C:5]([C:9]2[CH:10]=[CH:11][C:12](=[O:18])[N:13]([CH:15]([CH3:17])[CH3:16])[CH:14]=2)=[N:6][C:7]=1Br.[CH3:25][NH2:26]. (2) The reactants are: F[C:2]1[CH:3]=[C:4]2[C:9](=[N:10][C:11]=1[NH:12][CH2:13][C:14](F)(F)F)[N:8]=[C:7]([C:18]([F:21])([F:20])[F:19])[C:6]([C:22]([O:24]CC)=[O:23])=[CH:5]2.O.O.[OH-].[Li+].Cl.[CH2:32]([OH:34])[CH3:33]. Given the product [N:12]1([C:11]2[N:10]=[C:9]3[C:4]([CH:5]=[C:6]([C:22]([OH:24])=[O:23])[C:7]([C:18]([F:20])([F:21])[F:19])=[N:8]3)=[CH:3][CH:2]=2)[CH2:33][CH2:32][O:34][CH2:14][CH2:13]1, predict the reactants needed to synthesize it.